From a dataset of Full USPTO retrosynthesis dataset with 1.9M reactions from patents (1976-2016). Predict the reactants needed to synthesize the given product. (1) The reactants are: [Cl:1][C:2]1[S:3][CH:4]=[C:5]([C:7](Cl)=[O:8])[N:6]=1.ClC1SC=C(C(O)=O)N=1.S(Cl)(Cl)=O.[Br:23][C:24]1[CH:30]=[C:29]([C:31]([F:40])([C:36]([F:39])([F:38])[F:37])[C:32]([F:35])([F:34])[F:33])[CH:28]=[C:27]([C:41]([F:44])([F:43])[F:42])[C:25]=1[NH2:26]. Given the product [Br:23][C:24]1[CH:30]=[C:29]([C:31]([F:40])([C:32]([F:34])([F:35])[F:33])[C:36]([F:37])([F:39])[F:38])[CH:28]=[C:27]([C:41]([F:42])([F:43])[F:44])[C:25]=1[NH:26][C:7]([C:5]1[N:6]=[C:2]([Cl:1])[S:3][CH:4]=1)=[O:8], predict the reactants needed to synthesize it. (2) The reactants are: [Cl:1][C:2]1[CH:3]=[C:4]([CH:6]=[CH:7][C:8]=1[F:9])[NH2:5].[C:10](Cl)(=[O:13])[CH2:11][CH3:12].C(N(CC)CC)C. Given the product [Cl:1][C:2]1[CH:3]=[C:4]([NH:5][C:10](=[O:13])[CH2:11][CH3:12])[CH:6]=[CH:7][C:8]=1[F:9], predict the reactants needed to synthesize it. (3) Given the product [NH2:2][C:1]1[N:22]([C:15]2[C:14]([Cl:13])=[CH:19][C:18]([Cl:20])=[CH:17][C:16]=2[Cl:21])[N:23]=[C:7]([CH2:8][CH3:9])[C:3]=1[C:4]([NH2:6])=[O:5], predict the reactants needed to synthesize it. The reactants are: [C:1]([C:3](=[C:7](OCC)[CH2:8][CH3:9])[C:4]([NH2:6])=[O:5])#[N:2].[Cl:13][C:14]1[CH:19]=[C:18]([Cl:20])[CH:17]=[C:16]([Cl:21])[C:15]=1[NH:22][NH2:23].O. (4) Given the product [ClH:12].[CH3:1][CH:2]1[CH2:7][CH2:6][CH2:5][NH:4][CH:3]1[C:8]([O:10][CH3:11])=[O:9], predict the reactants needed to synthesize it. The reactants are: [CH3:1][C:2]1[C:3]([C:8]([O:10][CH3:11])=[O:9])=[N:4][CH:5]=[CH:6][CH:7]=1.[ClH:12]. (5) Given the product [CH:56]1([N:52]2[CH2:51][CH2:50][C:40]3[N:41]([S:45]([CH2:48][CH3:49])(=[O:46])=[O:47])[C:42]4[CH:43]=[CH:44][C:36]([C:34]([N:31]5[CH2:30][CH2:29][CH:28]([CH2:27][OH:26])[CH2:33][CH2:32]5)=[O:35])=[CH:37][C:38]=4[C:39]=3[CH2:53]2)[CH2:59][CH2:58][CH2:57]1, predict the reactants needed to synthesize it. The reactants are: C(O[BH-](OC(=O)C)OC(=O)C)(=O)C.[Na+].OC(C(F)(F)F)=O.FC(F)(F)C([O:26][CH2:27][CH:28]1[CH2:33][CH2:32][N:31]([C:34]([C:36]2[CH:44]=[CH:43][C:42]3[N:41]([S:45]([CH2:48][CH3:49])(=[O:47])=[O:46])[C:40]4[CH2:50][CH2:51][NH:52][CH2:53][C:39]=4[C:38]=3[CH:37]=2)=[O:35])[CH2:30][CH2:29]1)=O.[C:56]1(=O)[CH2:59][CH2:58][CH2:57]1.